This data is from Reaction yield outcomes from USPTO patents with 853,638 reactions. The task is: Predict the reaction yield, written as a fraction of the theoretical maximum amount of product (1.0 means a 100% yield; for example, 0.34 means a 34% yield). (1) The reactants are CO[CH:3](OC)[N:4]([CH3:6])[CH3:5].[O:9]1[CH:13]=[CH:12][CH:11]=[C:10]1[C:14](=[O:22])[CH2:15][C:16]1[CH:21]=[CH:20][N:19]=[CH:18][CH:17]=1.[Cl-].[NH4+]. The catalyst is C(OCC)(=O)C. The product is [CH3:6][N:4]([CH3:5])[CH:3]=[C:15]([C:16]1[CH:21]=[CH:20][N:19]=[CH:18][CH:17]=1)[C:14]([C:10]1[O:9][CH:13]=[CH:12][CH:11]=1)=[O:22]. The yield is 0.970. (2) The reactants are C([O-])=O.[K+].C(O)=O.O.[CH3:9][O:10][C:11]1[CH:12]=[C:13]2[C:18](=[CH:19][C:20]=1[O:21][CH3:22])[N:17]=[CH:16][CH:15]=[C:14]2[O:23][C:24]1[CH:29]=[CH:28][C:27]([N+:30]([O-])=O)=[CH:26][CH:25]=1. The catalyst is [Pd].O1CCCC1. The product is [CH3:9][O:10][C:11]1[CH:12]=[C:13]2[C:18](=[CH:19][C:20]=1[O:21][CH3:22])[N:17]=[CH:16][CH:15]=[C:14]2[O:23][C:24]1[CH:25]=[CH:26][C:27]([NH2:30])=[CH:28][CH:29]=1. The yield is 0.970. (3) The reactants are Br[C:2]1[CH:7]=[CH:6][C:5]([C:8]2[C:9]3[C:14]([C:15]([C:22]4[CH:27]=[CH:26][CH:25]=[CH:24][CH:23]=4)=[C:16]4[C:21]=2[CH:20]=[CH:19][CH:18]=[CH:17]4)=[CH:13][CH:12]=[CH:11][CH:10]=3)=[CH:4][CH:3]=1.[C:28]1([N:34]2[C:46]3[CH:45]=[CH:44][C:43](B(O)O)=[CH:42][C:41]=3[C:40]3[C:35]2=[CH:36][CH:37]=[CH:38][CH:39]=3)[CH:33]=[CH:32][CH:31]=[CH:30][CH:29]=1.C1(C)C=CC=CC=1P(C1C=CC=CC=1C)C1C=CC=CC=1C.C(=O)([O-])[O-].[K+].[K+]. The catalyst is C([O-])(=O)C.[Pd+2].C([O-])(=O)C.C1(C)C=CC=CC=1.COCCOC. The product is [C:28]1([N:34]2[C:46]3[CH:45]=[CH:44][C:43]([C:2]4[CH:3]=[CH:4][C:5]([C:8]5[C:21]6[C:16]([C:15]([C:22]7[CH:27]=[CH:26][CH:25]=[CH:24][CH:23]=7)=[C:14]7[C:9]=5[CH:10]=[CH:11][CH:12]=[CH:13]7)=[CH:17][CH:18]=[CH:19][CH:20]=6)=[CH:6][CH:7]=4)=[CH:42][C:41]=3[C:40]3[C:35]2=[CH:36][CH:37]=[CH:38][CH:39]=3)[CH:33]=[CH:32][CH:31]=[CH:30][CH:29]=1. The yield is 0.750. (4) The reactants are [C:1]([NH:20][CH2:21][CH:22]1[CH:27]([OH:28])[CH2:26][CH2:25][CH2:24][O:23]1)([C:14]1[CH:19]=[CH:18][CH:17]=[CH:16][CH:15]=1)([C:8]1[CH:13]=[CH:12][CH:11]=[CH:10][CH:9]=1)[C:2]1[CH:7]=[CH:6][CH:5]=[CH:4][CH:3]=1.C(N(CC)CC)C. The catalyst is CS(C)=O. The product is [C:1]([NH:20][CH2:21][CH:22]1[C:27](=[O:28])[CH2:26][CH2:25][CH2:24][O:23]1)([C:14]1[CH:15]=[CH:16][CH:17]=[CH:18][CH:19]=1)([C:8]1[CH:9]=[CH:10][CH:11]=[CH:12][CH:13]=1)[C:2]1[CH:7]=[CH:6][CH:5]=[CH:4][CH:3]=1. The yield is 0.520. (5) The reactants are [OH:1][C:2]1[CH:11]=[C:10]2[C:5]([C:6]([O:12][C:13]3[CH:18]=[CH:17][C:16]([O:19][CH3:20])=[CH:15][C:14]=3[C:21](=[O:23])[CH3:22])=[CH:7][CH:8]=[N:9]2)=[CH:4][C:3]=1[O:24][CH3:25].Br[CH2:27][CH2:28][CH2:29][Cl:30].C(=O)([O-])[O-].[K+].[K+].O. The catalyst is CN(C)C=O. The product is [Cl:30][CH2:29][CH2:28][CH2:27][O:1][C:2]1[CH:11]=[C:10]2[C:5]([C:6]([O:12][C:13]3[CH:18]=[CH:17][C:16]([O:19][CH3:20])=[CH:15][C:14]=3[C:21](=[O:23])[CH3:22])=[CH:7][CH:8]=[N:9]2)=[CH:4][C:3]=1[O:24][CH3:25]. The yield is 0.340. (6) The reactants are Br[C:2]1[CH:7]=[N:6][CH:5]=[C:4]2[N:8]([C:11]([O:13][C:14]([CH3:17])([CH3:16])[CH3:15])=[O:12])[CH:9]=[CH:10][C:3]=12.C([O-])(=O)C.[K+].B1(B2OC(C)(C)C(C)(C)O2)OC(C)(C)C(C)(C)O1.Cl[C:42]1[N:47]=[C:46]([N:48]2[CH2:53][CH2:52][O:51][CH2:50][C@H:49]2[CH3:54])[CH:45]=[C:44]([C:55]2([S:58]([CH3:61])(=[NH:60])=[O:59])[CH2:57][CH2:56]2)[N:43]=1.C(=O)([O-])[O-].[Na+].[Na+]. The catalyst is O1CCOCC1.C1C=CC(P(C2C=CC=CC=2)[C-]2C=CC=C2)=CC=1.C1C=CC(P(C2C=CC=CC=2)[C-]2C=CC=C2)=CC=1.Cl[Pd]Cl.[Fe+2].Cl[Pd](Cl)([P](C1C=CC=CC=1)(C1C=CC=CC=1)C1C=CC=CC=1)[P](C1C=CC=CC=1)(C1C=CC=CC=1)C1C=CC=CC=1. The product is [CH3:54][C@H:49]1[N:48]([C:46]2[CH:45]=[C:44]([C:55]3([S:58]([CH3:61])(=[NH:60])=[O:59])[CH2:57][CH2:56]3)[N:43]=[C:42]([C:2]3[CH:7]=[N:6][CH:5]=[C:4]4[N:8]([C:11]([O:13][C:14]([CH3:17])([CH3:16])[CH3:15])=[O:12])[CH:9]=[CH:10][C:3]=34)[N:47]=2)[CH2:53][CH2:52][O:51][CH2:50]1. The yield is 0.460. (7) The reactants are [H-].[Na+].[F:3][C:4]1[CH:9]=[CH:8][C:7]([CH2:10][N:11]2[CH2:16][CH2:15][O:14][CH2:13][CH2:12]2)=[CH:6][C:5]=1[C:17](=[O:19])[CH3:18].[C:20](=O)([O:24]CC)[O:21][CH2:22][CH3:23]. No catalyst specified. The product is [F:3][C:4]1[CH:9]=[CH:8][C:7]([CH2:10][N:11]2[CH2:12][CH2:13][O:14][CH2:15][CH2:16]2)=[CH:6][C:5]=1[C:17](=[O:19])[CH2:18][C:20]([O:21][CH2:22][CH3:23])=[O:24]. The yield is 0.790. (8) The reactants are Br[C:2]1[CH:3]=[C:4]([OH:14])[CH:5]=[C:6]([C:8]2[O:9][C:10]([CH3:13])=[N:11][N:12]=2)[CH:7]=1.[B:15]1([B:15]2[O:19][C:18]([CH3:21])([CH3:20])[C:17]([CH3:23])([CH3:22])[O:16]2)[O:19][C:18]([CH3:21])([CH3:20])[C:17]([CH3:23])([CH3:22])[O:16]1.C([O-])(=O)C.[K+]. The catalyst is O1CCOCC1. The product is [CH3:13][C:10]1[O:9][C:8]([C:6]2[CH:5]=[C:4]([OH:14])[CH:3]=[C:2]([B:15]3[O:19][C:18]([CH3:21])([CH3:20])[C:17]([CH3:23])([CH3:22])[O:16]3)[CH:7]=2)=[N:12][N:11]=1. The yield is 0.900.